This data is from Peptide-MHC class II binding affinity with 134,281 pairs from IEDB. The task is: Regression. Given a peptide amino acid sequence and an MHC pseudo amino acid sequence, predict their binding affinity value. This is MHC class II binding data. (1) The peptide sequence is SMPFGKTPVLEIDGK. The MHC is HLA-DPA10201-DPB11401 with pseudo-sequence HLA-DPA10201-DPB11401. The binding affinity (normalized) is 0. (2) The peptide sequence is LRKVKRVVASLMRGL. The MHC is HLA-DQA10102-DQB10501 with pseudo-sequence HLA-DQA10102-DQB10501. The binding affinity (normalized) is 0.596. (3) The peptide sequence is YDKFLANVSQVLTGK. The MHC is DRB1_0405 with pseudo-sequence DRB1_0405. The binding affinity (normalized) is 0.635. (4) The peptide sequence is MGNSKSKSNPSSSSE. The MHC is DRB4_0101 with pseudo-sequence DRB4_0103. The binding affinity (normalized) is 0.207. (5) The peptide sequence is GIFLSVAAGNEAENA. The MHC is DRB1_0101 with pseudo-sequence DRB1_0101. The binding affinity (normalized) is 0.822.